This data is from Catalyst prediction with 721,799 reactions and 888 catalyst types from USPTO. The task is: Predict which catalyst facilitates the given reaction. (1) Product: [NH:45]1[C:53]2[C:48](=[C:49]([C:54]3[CH:62]=[C:61]4[C:57]([CH:58]=[N:59][NH:60]4)=[C:56]([NH:63][C:33]([C:32]4[N:28]([CH:26]([CH3:25])[CH3:27])[N:29]=[CH:30][CH:31]=4)=[O:35])[CH:55]=3)[CH:50]=[CH:51][CH:52]=2)[CH:47]=[CH:46]1. The catalyst class is: 3. Reactant: CN(C(ON1N=NC2C=CC=NC1=2)=[N+](C)C)C.F[P-](F)(F)(F)(F)F.[CH3:25][CH:26]([N:28]1[C:32]([C:33]([OH:35])=O)=[CH:31][CH:30]=[N:29]1)[CH3:27].CCN(C(C)C)C(C)C.[NH:45]1[C:53]2[C:48](=[C:49]([C:54]3[CH:55]=[C:56]([NH2:63])[C:57]4[CH:58]=[N:59][NH:60][C:61]=4[CH:62]=3)[CH:50]=[CH:51][CH:52]=2)[CH:47]=[CH:46]1. (2) Reactant: [Cl:1][C:2]1[CH:3]=[C:4]([CH:8]=[C:9]([Cl:11])[CH:10]=1)[C:5]([OH:7])=O.C1CCC(N=C=NC2CCCCC2)CC1.[C:27]([O:30][C@H:31]([C:34]#[C:35][C:36]#[C:37][C@H:38]([NH2:48])[CH2:39][CH2:40][CH2:41][CH2:42][CH2:43][CH2:44][CH2:45][CH2:46][CH3:47])[CH:32]=[CH2:33])(=[O:29])[CH3:28]. Product: [C:27]([O:30][C@H:31]([C:34]#[C:35][C:36]#[C:37][C@H:38]([NH:48][C:5](=[O:7])[C:4]1[CH:8]=[C:9]([Cl:11])[CH:10]=[C:2]([Cl:1])[CH:3]=1)[CH2:39][CH2:40][CH2:41][CH2:42][CH2:43][CH2:44][CH2:45][CH2:46][CH3:47])[CH:32]=[CH2:33])(=[O:29])[CH3:28]. The catalyst class is: 64.